This data is from Full USPTO retrosynthesis dataset with 1.9M reactions from patents (1976-2016). The task is: Predict the reactants needed to synthesize the given product. (1) Given the product [CH3:16][C:17]1[CH:18]=[CH:19][C:20]([C:23]([CH:25]2[CH2:26][CH2:27][N:28]([C:10]([C:9]3[CH:8]=[CH:7][C:6]([NH:5][S:2]([CH3:1])(=[O:3])=[O:4])=[CH:14][CH:13]=3)=[O:12])[CH2:29][CH2:30]2)=[O:24])=[CH:21][CH:22]=1, predict the reactants needed to synthesize it. The reactants are: [CH3:1][S:2]([NH:5][C:6]1[CH:14]=[CH:13][C:9]([C:10]([OH:12])=O)=[CH:8][CH:7]=1)(=[O:4])=[O:3].Cl.[CH3:16][C:17]1[CH:22]=[CH:21][C:20]([C:23]([CH:25]2[CH2:30][CH2:29][NH:28][CH2:27][CH2:26]2)=[O:24])=[CH:19][CH:18]=1. (2) Given the product [C:28]1([C:19]2[CH:20]=[CH:21][CH:22]=[CH:23][CH:24]=2)[CH:29]=[CH:30][C:31]([C:6]([N:8]2[CH2:12][C:11](=[N:13][O:14][CH3:15])[CH2:10][C@H:9]2[C:16]([NH:34][CH2:35][CH2:36][C@H:37]([OH:38])[C:39]2[CH:44]=[CH:43][CH:42]=[CH:41][CH:40]=2)=[O:18])=[O:7])=[CH:32][CH:33]=1, predict the reactants needed to synthesize it. The reactants are: C(O[C:6]([N:8]1[CH2:12][C:11](=[N:13][O:14][CH3:15])[CH2:10][C@H:9]1[C:16]([OH:18])=O)=[O:7])(C)(C)C.[C:19]1([C:28]2[CH:33]=[CH:32][CH:31]=[CH:30][CH:29]=2)[CH:24]=[CH:23][C:22](C(Cl)=O)=[CH:21][CH:20]=1.[NH2:34][CH2:35][CH2:36][C@@H:37]([C:39]1[CH:44]=[CH:43][CH:42]=[CH:41][CH:40]=1)[OH:38]. (3) Given the product [C:1]([NH:4][C:5]1[CH:6]=[C:7]([CH2:11][CH3:12])[C:8]([N+:18]([O-:20])=[O:19])=[CH:9][CH:10]=1)(=[O:3])[CH3:2], predict the reactants needed to synthesize it. The reactants are: [C:1]([NH:4][C:5]1[CH:6]=[C:7]([CH2:11][CH3:12])[CH:8]=[CH:9][CH:10]=1)(=[O:3])[CH3:2].OS(O)(=O)=O.[N+:18]([O-])([OH:20])=[O:19]. (4) Given the product [CH3:26][C:21]1[C:22]2[C:17](=[C:16]([NH:15][C:13]([NH:12][CH:10]3[CH2:9][NH:8][CH2:11]3)=[O:14])[CH:25]=[CH:24][CH:23]=2)[CH:18]=[CH:19][N:20]=1, predict the reactants needed to synthesize it. The reactants are: C(OC([N:8]1[CH2:11][CH:10]([NH:12][C:13]([NH:15][C:16]2[CH:25]=[CH:24][CH:23]=[C:22]3[C:17]=2[CH:18]=[CH:19][N:20]=[C:21]3[CH3:26])=[O:14])[CH2:9]1)=O)(C)(C)C.FC(F)(F)C(O)=O. (5) Given the product [ClH:35].[F:34][C:31]([F:32])([F:33])[C:20]1[CH:21]=[C:22]([C:25]2[CH:26]=[CH:27][CH:28]=[CH:29][CH:30]=2)[CH:23]=[CH:24][C:19]=1[CH2:18][O:17][C:13]1[CH:12]=[C:11]2[C:16](=[CH:15][CH:14]=1)[NH:8][CH2:9][CH2:10]2, predict the reactants needed to synthesize it. The reactants are: C(OC([N:8]1[C:16]2[C:11](=[CH:12][C:13]([O:17][CH2:18][C:19]3[CH:24]=[CH:23][C:22]([C:25]4[CH:30]=[CH:29][CH:28]=[CH:27][CH:26]=4)=[CH:21][C:20]=3[C:31]([F:34])([F:33])[F:32])=[CH:14][CH:15]=2)[CH2:10][CH2:9]1)=O)(C)(C)C.[ClH:35].O1CCOCC1. (6) Given the product [Cl:24][C:25]1[N:30]=[C:29]([NH:1][C:2]2[CH:3]=[C:4]([CH2:8][CH2:9][C:10]3[CH:11]=[C:12]([NH:16][C:17](=[O:23])[O:18][C:19]([CH3:20])([CH3:22])[CH3:21])[CH:13]=[N:14][CH:15]=3)[CH:5]=[CH:6][CH:7]=2)[C:28]([Cl:32])=[CH:27][N:26]=1, predict the reactants needed to synthesize it. The reactants are: [NH2:1][C:2]1[CH:3]=[C:4]([CH2:8][CH2:9][C:10]2[CH:11]=[C:12]([NH:16][C:17](=[O:23])[O:18][C:19]([CH3:22])([CH3:21])[CH3:20])[CH:13]=[N:14][CH:15]=2)[CH:5]=[CH:6][CH:7]=1.[Cl:24][C:25]1[N:30]=[C:29](Cl)[C:28]([Cl:32])=[CH:27][N:26]=1.C(=O)([O-])[O-].[K+].[K+].